This data is from Reaction yield outcomes from USPTO patents with 853,638 reactions. The task is: Predict the reaction yield, written as a fraction of the theoretical maximum amount of product (1.0 means a 100% yield; for example, 0.34 means a 34% yield). (1) The reactants are [NH2:1][C:2]1[CH:3]=[C:4]([C:8]2[S:12][C:11]([C:13]3[CH:14]=[C:15]4[C:19](=[CH:20][CH:21]=3)[C:18](=[O:22])[N:17]([CH3:23])[CH2:16]4)=[CH:10][CH:9]=2)[CH:5]=[N:6][CH:7]=1.[N:24]1[CH:29]=[CH:28][CH:27]=[C:26]([S:30](Cl)(=[O:32])=[O:31])[CH:25]=1. No catalyst specified. The product is [CH3:23][N:17]1[CH2:16][C:15]2[C:19](=[CH:20][CH:21]=[C:13]([C:11]3[S:12][C:8]([C:4]4[CH:3]=[C:2]([NH:1][S:30]([C:26]5[CH:25]=[N:24][CH:29]=[CH:28][CH:27]=5)(=[O:32])=[O:31])[CH:7]=[N:6][CH:5]=4)=[CH:9][CH:10]=3)[CH:14]=2)[C:18]1=[O:22]. The yield is 0.450. (2) The reactants are Br[C:2]1[CH:7]=[C:6]([C:8]([CH3:11])([CH3:10])[CH3:9])[C:5]([OH:12])=[C:4]([C:13]([CH3:16])([CH3:15])[CH3:14])[CH:3]=1.CO[C:19]1[CH:24]=[CH:23][C:22]([CH:25]=[O:26])=[CH:21][C:20]=1B(O)O.[C:30]([O-])([O-])=[O:31].[K+].[K+].C(COC)OC. The catalyst is C1C=CC([P]([Pd]([P](C2C=CC=CC=2)(C2C=CC=CC=2)C2C=CC=CC=2)([P](C2C=CC=CC=2)(C2C=CC=CC=2)C2C=CC=CC=2)[P](C2C=CC=CC=2)(C2C=CC=CC=2)C2C=CC=CC=2)(C2C=CC=CC=2)C2C=CC=CC=2)=CC=1.O. The product is [C:13]([C:4]1[CH:3]=[C:2]([C:20]2([O:31][CH3:30])[CH:19]=[CH:24][CH:23]=[C:22]([CH:25]=[O:26])[CH2:21]2)[CH:7]=[C:6]([C:8]([CH3:11])([CH3:10])[CH3:9])[C:5]=1[OH:12])([CH3:16])([CH3:15])[CH3:14]. The yield is 0.610. (3) The catalyst is S(=O)(=O)(O)O.S([O-])([O-])(=O)=O.[Ag+2]. The reactants are [C:1]([C:5]1[CH:10]=[CH:9][C:8]([N+:11]([O-:13])=[O:12])=[CH:7][CH:6]=1)([CH3:4])([CH3:3])[CH3:2].[Br:14]Br.S([O-])(O)=O.[Na+]. The yield is 0.980. The product is [Br:14][C:10]1[CH:9]=[C:8]([N+:11]([O-:13])=[O:12])[CH:7]=[CH:6][C:5]=1[C:1]([CH3:4])([CH3:2])[CH3:3].